Dataset: Forward reaction prediction with 1.9M reactions from USPTO patents (1976-2016). Task: Predict the product of the given reaction. Given the reactants [CH3:1][C:2]1[C:3]([CH2:15][O:16][C:17]2[CH:22]=[CH:21][C:20]([N:23]3[C:27]([CH3:28])=[CH:26][C:25]([CH3:29])=[N:24]3)=[CH:19][C:18]=2[CH3:30])=[C:4]([N:8]2[C:12](=[O:13])[N:11]([CH3:14])[N:10]=[N:9]2)[CH:5]=[CH:6][CH:7]=1.[CH:31](C1C(COC2C=CC(N3C(C)=CC(C)=N3)=CC=2C)=C(N2C(=O)N(C)N=N2)C=CC=1)=[O:32], predict the reaction product. The product is: [CH3:1][C:2]1[C:3]([CH2:15][O:16][C:17]2[CH:22]=[CH:21][C:20]([N:23]3[C:27]([CH3:28])=[C:26]([CH:31]=[O:32])[C:25]([CH3:29])=[N:24]3)=[CH:19][C:18]=2[CH3:30])=[C:4]([N:8]2[C:12](=[O:13])[N:11]([CH3:14])[N:10]=[N:9]2)[CH:5]=[CH:6][CH:7]=1.